From a dataset of NCI-60 drug combinations with 297,098 pairs across 59 cell lines. Regression. Given two drug SMILES strings and cell line genomic features, predict the synergy score measuring deviation from expected non-interaction effect. (1) Drug 1: C1=CN(C(=O)N=C1N)C2C(C(C(O2)CO)O)O.Cl. Drug 2: CC1=C(C(=CC=C1)Cl)NC(=O)C2=CN=C(S2)NC3=CC(=NC(=N3)C)N4CCN(CC4)CCO. Cell line: LOX IMVI. Synergy scores: CSS=27.1, Synergy_ZIP=1.000, Synergy_Bliss=0.536, Synergy_Loewe=-13.9, Synergy_HSA=-4.54. (2) Drug 1: C1=CC(=CC=C1CCCC(=O)O)N(CCCl)CCCl. Drug 2: CC(C)NC(=O)C1=CC=C(C=C1)CNNC.Cl. Cell line: OVCAR-8. Synergy scores: CSS=6.62, Synergy_ZIP=-8.27, Synergy_Bliss=-4.18, Synergy_Loewe=-13.7, Synergy_HSA=-5.09. (3) Drug 1: CC1=C(C=C(C=C1)NC2=NC=CC(=N2)N(C)C3=CC4=NN(C(=C4C=C3)C)C)S(=O)(=O)N.Cl. Drug 2: CN(CCCl)CCCl.Cl. Cell line: MOLT-4. Synergy scores: CSS=44.9, Synergy_ZIP=2.84, Synergy_Bliss=4.81, Synergy_Loewe=3.46, Synergy_HSA=4.46. (4) Drug 1: C1=NC2=C(N1)C(=S)N=C(N2)N. Drug 2: CC1CCC2CC(C(=CC=CC=CC(CC(C(=O)C(C(C(=CC(C(=O)CC(OC(=O)C3CCCCN3C(=O)C(=O)C1(O2)O)C(C)CC4CCC(C(C4)OC)O)C)C)O)OC)C)C)C)OC. Cell line: HS 578T. Synergy scores: CSS=22.6, Synergy_ZIP=-16.3, Synergy_Bliss=-12.7, Synergy_Loewe=-11.0, Synergy_HSA=-9.44.